This data is from Reaction yield outcomes from USPTO patents with 853,638 reactions. The task is: Predict the reaction yield, written as a fraction of the theoretical maximum amount of product (1.0 means a 100% yield; for example, 0.34 means a 34% yield). The reactants are [Cl:1][C:2]1[CH:13]=[CH:12][C:5]([CH2:6][CH:7]([C:10]#[N:11])[C:8]#[N:9])=[CH:4][CH:3]=1.[H-].[Na+].[H][H].[Cl:18][C:19]([CH2:21]Cl)=[CH2:20].Cl. The catalyst is CN(C)C=O. The product is [Cl:1][C:2]1[CH:3]=[CH:4][C:5]([CH2:6][C:7]([CH2:21][C:19]([Cl:18])=[CH2:20])([C:8]#[N:9])[C:10]#[N:11])=[CH:12][CH:13]=1. The yield is 0.270.